From a dataset of hERG Central: cardiac toxicity at 1µM, 10µM, and general inhibition. Predict hERG channel inhibition at various concentrations. (1) The compound is CCN1CCN(CC(=O)N2CCCC(C(=O)c3ccc(Oc4ccccc4)cc3)C2)CC1. Results: hERG_inhib (hERG inhibition (general)): blocker. (2) The compound is CCOc1ccc(C(=O)N2CCCC(c3nc(-c4ccc(C)o4)no3)C2)cc1. Results: hERG_inhib (hERG inhibition (general)): blocker. (3) Results: hERG_inhib (hERG inhibition (general)): blocker. The molecule is O=c1[nH]c(CN2CCN(S(=O)(=O)/C=C/c3ccccc3)CC2)nc2cc(Cl)ccc12. (4) The molecule is O=S1(=O)C=CC(Nc2ccccc2)C1. Results: hERG_inhib (hERG inhibition (general)): blocker. (5) The drug is Cc1ccc(-c2c(C)sc3nc(CN4CCN(CC(=O)NC5CC5)CC4)[nH]c(=O)c23)cc1. Results: hERG_inhib (hERG inhibition (general)): blocker.